The task is: Predict the product of the given reaction.. This data is from Forward reaction prediction with 1.9M reactions from USPTO patents (1976-2016). (1) Given the reactants [NH2:1][CH:2]1[C:8](=[O:9])[NH:7][C:6]2[C:10]([O:15][CH3:16])=[CH:11][C:12]([Br:14])=[CH:13][C:5]=2[C:4]([C:17]2[CH:22]=[CH:21][CH:20]=[CH:19][CH:18]=2)=[N:3]1.[C:23]([O:27][C:28](O[C:28]([O:27][C:23]([CH3:26])([CH3:25])[CH3:24])=[O:29])=[O:29])([CH3:26])([CH3:25])[CH3:24].C(N(CC)CC)C, predict the reaction product. The product is: [Br:14][C:12]1[CH:11]=[C:10]([O:15][CH3:16])[C:6]2[NH:7][C:8](=[O:9])[CH:2]([NH:1][C:28](=[O:29])[O:27][C:23]([CH3:26])([CH3:25])[CH3:24])[N:3]=[C:4]([C:17]3[CH:18]=[CH:19][CH:20]=[CH:21][CH:22]=3)[C:5]=2[CH:13]=1. (2) Given the reactants C([C:4]1[C:9]([Cl:10])=[C:8]([O:11][C:12]2[CH:13]=[CH:14][C:15]([NH:18][C:19]([C:21]3[C:22](=[O:36])[N:23]([C:30]4[CH:35]=[CH:34][CH:33]=[CH:32][CH:31]=4)[N:24]4[CH2:29][CH2:28][CH2:27][CH2:26][C:25]=34)=[O:20])=[N:16][CH:17]=2)[CH:7]=[CH:6][N:5]=1)(=O)N.CCOC(C)=O.CC#[N:45].C(OI(C1C=CC=CC=1)OC(=O)C)(=O)C, predict the reaction product. The product is: [NH2:45][C:4]1[C:9]([Cl:10])=[C:8]([O:11][C:12]2[CH:13]=[CH:14][C:15]([NH:18][C:19]([C:21]3[C:22](=[O:36])[N:23]([C:30]4[CH:31]=[CH:32][CH:33]=[CH:34][CH:35]=4)[N:24]4[CH2:29][CH2:28][CH2:27][CH2:26][C:25]=34)=[O:20])=[N:16][CH:17]=2)[CH:7]=[CH:6][N:5]=1.